Dataset: Full USPTO retrosynthesis dataset with 1.9M reactions from patents (1976-2016). Task: Predict the reactants needed to synthesize the given product. Given the product [CH:1]1([NH:6][C:7]2[CH:12]=[CH:11][N:10]3[N:13]=[C:14]([C:28]4[CH:29]=[CH:30][C:31]([OH:34])=[CH:32][CH:33]=4)[C:15]([C:16]4[CH:21]=[CH:20][N:19]=[C:18]([NH:22][CH:23]5[CH2:24][CH2:25][CH2:26][CH2:27]5)[N:17]=4)=[C:9]3[CH:8]=2)[CH2:2][CH2:3][CH2:4][CH2:5]1, predict the reactants needed to synthesize it. The reactants are: [CH:1]1([NH:6][C:7]2[CH:12]=[CH:11][N:10]3[N:13]=[C:14]([C:28]4[CH:33]=[CH:32][C:31]([O:34]C)=[CH:30][CH:29]=4)[C:15]([C:16]4[CH:21]=[CH:20][N:19]=[C:18]([NH:22][CH:23]5[CH2:27][CH2:26][CH2:25][CH2:24]5)[N:17]=4)=[C:9]3[CH:8]=2)[CH2:5][CH2:4][CH2:3][CH2:2]1.B(Br)(Br)Br.